Dataset: Reaction yield outcomes from USPTO patents with 853,638 reactions. Task: Predict the reaction yield, written as a fraction of the theoretical maximum amount of product (1.0 means a 100% yield; for example, 0.34 means a 34% yield). (1) The reactants are CCCCCC.Br[C:8]1[CH:13]=[CH:12][C:11]([O:14][CH3:15])=[CH:10][C:9]=1[O:16][CH3:17].C([Li])CCC.[CH2:23]([Si:26](OC)([O:29][CH3:30])[O:27][CH3:28])[CH2:24][CH3:25]. The catalyst is C(O)C. The product is [CH3:17][O:16][C:9]1[CH:10]=[C:11]([O:14][CH3:15])[CH:12]=[CH:13][C:8]=1[Si:26]([CH2:23][CH2:24][CH3:25])([O:29][CH3:30])[O:27][CH3:28]. The yield is 0.610. (2) The reactants are [Br:1][C:2]1[C:7]2=[N:8][O:9][N:10]=[C:6]2[C:5]([N+:11]([O-])=O)=[CH:4][CH:3]=1. The catalyst is CC(O)=O. The product is [Br:1][C:2]1[C:7]2=[N:8][O:9][N:10]=[C:6]2[C:5]([NH2:11])=[CH:4][CH:3]=1. The yield is 0.950. (3) The reactants are Br[C:2]([CH3:6])([CH3:5])[CH:3]=[O:4].[CH2:7]([N:9]1[CH2:14][CH2:13][NH:12][CH2:11][CH2:10]1)[CH3:8].Cl.[OH-].[K+]. The catalyst is C(Cl)Cl. The product is [CH2:7]([N:9]1[CH2:14][CH2:13][N:12]([C:2]([CH3:6])([CH3:5])[CH:3]=[O:4])[CH2:11][CH2:10]1)[CH3:8]. The yield is 0.900. (4) The reactants are [CH:1]1([N:4]([CH2:18][C:19](O)=[O:20])[S:5]([C:8]2[C:13]([CH3:14])=[CH:12][C:11]([O:15][CH3:16])=[CH:10][C:9]=2[CH3:17])(=[O:7])=[O:6])[CH2:3][CH2:2]1.[NH2:22][C:23]1[C:32]([NH2:33])=[CH:31][CH:30]=[CH:29][C:24]=1[C:25]([O:27][CH3:28])=[O:26].CCN=C=NCCCN(C)C.Cl.C1C=CC2N(O)N=NC=2C=1.CCN(C(C)C)C(C)C. No catalyst specified. The product is [NH2:22][C:23]1[C:32]([NH:33][C:19](=[O:20])[CH2:18][N:4]([CH:1]2[CH2:2][CH2:3]2)[S:5]([C:8]2[C:13]([CH3:14])=[CH:12][C:11]([O:15][CH3:16])=[CH:10][C:9]=2[CH3:17])(=[O:6])=[O:7])=[CH:31][CH:30]=[CH:29][C:24]=1[C:25]([O:27][CH3:28])=[O:26]. The yield is 0.750. (5) The reactants are [Li+].CC([N-]C(C)C)C.[CH3:9][CH2:10][O:11][C:12]([CH3:14])=[O:13].[CH:15]1([C:20](=[O:33])[CH2:21][CH2:22][NH:23][C:24](=[O:32])[CH2:25][CH2:26][C:27]2[O:28][CH:29]=[CH:30][CH:31]=2)[CH2:19][CH2:18][CH2:17][CH2:16]1. The catalyst is C1COCC1. The product is [CH2:10]([O:11][C:12](=[O:13])[CH2:14][C:20]([CH:15]1[CH2:19][CH2:18][CH2:17][CH2:16]1)([OH:33])[CH2:21][CH2:22][NH:23][C:24](=[O:32])[CH2:25][CH2:26][C:27]1[O:28][CH:29]=[CH:30][CH:31]=1)[CH3:9]. The yield is 0.640. (6) The reactants are O/[N:2]=[C:3](\[C:9](=[O:23])[C:10]1[CH:15]=[CH:14][C:13]([O:16][C:17]2[CH:22]=[CH:21][CH:20]=[CH:19][CH:18]=2)=[CH:12][CH:11]=1)/[C:4]([O:6][CH2:7][CH3:8])=[O:5].[ClH:24].CCO. The catalyst is CO.[Pd]. The product is [ClH:24].[NH2:2][CH:3]([C:9](=[O:23])[C:10]1[CH:15]=[CH:14][C:13]([O:16][C:17]2[CH:22]=[CH:21][CH:20]=[CH:19][CH:18]=2)=[CH:12][CH:11]=1)[C:4]([O:6][CH2:7][CH3:8])=[O:5]. The yield is 0.610. (7) The reactants are [F:1][C:2]1[CH:3]=[C:4]([CH:11]=[CH:12][CH:13]=1)[C:5](N(OC)C)=[O:6].[CH:14]([Mg]Br)=C. The catalyst is C1COCC1. The product is [F:1][C:2]1[CH:3]=[C:4]([C:5](=[O:6])[CH3:14])[CH:11]=[CH:12][CH:13]=1. The yield is 0.750.